This data is from Forward reaction prediction with 1.9M reactions from USPTO patents (1976-2016). The task is: Predict the product of the given reaction. Given the reactants [C:1]([C:5]1[CH:9]=[C:8](C(O)=O)[N:7]([C:13]2[CH:18]=[CH:17][CH:16]=[C:15]([CH2:19][P:20]([CH2:24][CH3:25])([CH2:22][CH3:23])=[O:21])[CH:14]=2)[N:6]=1)([CH3:4])([CH3:3])[CH3:2].C([N:28]([CH2:31]C)CC)C.C1C=CC(P(N=[N+]=[N-])(C2C=CC=CC=2)=[O:40])=CC=1.[Cl:50][C:51]1[N:56]=[C:55]([O:57][C:58]2[C:67]3[C:62](=[CH:63][CH:64]=[CH:65][CH:66]=3)[C:61]([NH2:68])=[CH:60][CH:59]=2)[CH:54]=[CH:53][N:52]=1, predict the reaction product. The product is: [C:1]([C:5]1[CH:9]=[C:8]([NH:28][C:31]([NH:68][C:61]2[C:62]3[C:67](=[CH:66][CH:65]=[CH:64][CH:63]=3)[C:58]([O:57][C:55]3[CH:54]=[CH:53][N:52]=[C:51]([Cl:50])[N:56]=3)=[CH:59][CH:60]=2)=[O:40])[N:7]([C:13]2[CH:18]=[CH:17][CH:16]=[C:15]([CH2:19][P:20]([CH2:24][CH3:25])([CH2:22][CH3:23])=[O:21])[CH:14]=2)[N:6]=1)([CH3:2])([CH3:4])[CH3:3].